From a dataset of Forward reaction prediction with 1.9M reactions from USPTO patents (1976-2016). Predict the product of the given reaction. (1) Given the reactants [CH3:1][C:2]1[CH:6]=[CH:5][S:4][C:3]=1[C:7]([O:9][CH3:10])=[O:8].[OH-].[Na+].[Br:13]Br, predict the reaction product. The product is: [Br:13][C:6]1[C:2]([CH3:1])=[C:3]([C:7]([O:9][CH3:10])=[O:8])[S:4][CH:5]=1. (2) Given the reactants [OH:1][C:2]1[C:10]([O:11][CH3:12])=[CH:9][C:8]([I:13])=[C:7]2[C:3]=1[CH2:4][NH:5][C:6]2=[O:14].C(N(CC)CC)C.[S:22]1[CH:26]=[CH:25][C:24]([S:27](Cl)(=[O:29])=[O:28])=[CH:23]1, predict the reaction product. The product is: [S:22]1[CH:26]=[CH:25][C:24]([S:27]([O:1][C:2]2[C:10]([O:11][CH3:12])=[CH:9][C:8]([I:13])=[C:7]3[C:3]=2[CH2:4][NH:5][C:6]3=[O:14])(=[O:29])=[O:28])=[CH:23]1.